Dataset: Full USPTO retrosynthesis dataset with 1.9M reactions from patents (1976-2016). Task: Predict the reactants needed to synthesize the given product. (1) Given the product [CH3:33][C:32]1[O:31][C:30]([C:34]2[CH:35]=[CH:36][CH:37]=[CH:38][CH:39]=2)=[N:29][C:28]=1[CH2:27][O:1][C:2]1[CH:7]=[CH:6][C:5]([S:8][C:9]2[S:10][C:11]([CH2:20][CH2:21][C:22]([O:24][CH3:25])=[O:23])=[C:12]([C:14]3[CH:19]=[CH:18][CH:17]=[CH:16][CH:15]=3)[N:13]=2)=[CH:4][CH:3]=1, predict the reactants needed to synthesize it. The reactants are: [OH:1][C:2]1[CH:7]=[CH:6][C:5]([S:8][C:9]2[S:10][C:11]([CH2:20][CH2:21][C:22]([O:24][CH3:25])=[O:23])=[C:12]([C:14]3[CH:19]=[CH:18][CH:17]=[CH:16][CH:15]=3)[N:13]=2)=[CH:4][CH:3]=1.Cl[CH2:27][C:28]1[N:29]=[C:30]([C:34]2[CH:39]=[CH:38][CH:37]=[CH:36][CH:35]=2)[O:31][C:32]=1[CH3:33].C(=O)([O-])[O-].[K+].[K+].CN(C)C=O. (2) Given the product [Br:1][C:2]1[C:3]([CH2:12][C:13]([O:15][CH2:16][CH3:17])=[O:14])=[CH:4][C:5]([NH:8][C:9]2[S:10][CH:19]=[C:20]([CH2:21][CH2:22][C:23]3[CH:28]=[CH:27][CH:26]=[CH:25][CH:24]=3)[N:11]=2)=[N:6][CH:7]=1, predict the reactants needed to synthesize it. The reactants are: [Br:1][C:2]1[C:3]([CH2:12][C:13]([O:15][CH2:16][CH3:17])=[O:14])=[CH:4][C:5]([NH:8][C:9]([NH2:11])=[S:10])=[N:6][CH:7]=1.Br[CH2:19][C:20](=O)[CH2:21][CH2:22][C:23]1[CH:28]=[CH:27][CH:26]=[CH:25][CH:24]=1.CCN(C(C)C)C(C)C. (3) Given the product [NH2:19][C:10]1[CH:11]=[C:12]([C:15]([F:16])([F:17])[F:18])[CH:13]=[CH:14][C:9]=1[N:5]1[CH2:6][CH2:7][CH2:8][C@H:3]([N:2]([CH3:22])[CH3:1])[CH2:4]1, predict the reactants needed to synthesize it. The reactants are: [CH3:1][N:2]([CH3:22])[C@H:3]1[CH2:8][CH2:7][CH2:6][N:5]([C:9]2[CH:14]=[CH:13][C:12]([C:15]([F:18])([F:17])[F:16])=[CH:11][C:10]=2[N+:19]([O-])=O)[CH2:4]1. (4) Given the product [O:12]=[C:10]([CH3:11])[CH2:9][CH2:8][C:5]1[CH:4]=[CH:3][C:2]([O:1][CH2:14][CH2:15][CH2:16][C:17]([O:19][CH2:20][CH3:21])=[O:18])=[CH:7][CH:6]=1, predict the reactants needed to synthesize it. The reactants are: [OH:1][C:2]1[CH:7]=[CH:6][C:5]([CH2:8][CH2:9][C:10](=[O:12])[CH3:11])=[CH:4][CH:3]=1.Br[CH2:14][CH2:15][CH2:16][C:17]([O:19][CH2:20][CH3:21])=[O:18].[H-].[Na+]. (5) Given the product [C:1]([C:3]1[CH:11]=[CH:10][C:6]([C:7]([N:19]2[C:20]3[CH:25]=[CH:24][CH:23]=[CH:22][C:21]=3[N:15]([CH2:13][CH3:14])[CH2:16][CH2:17][CH2:18]2)=[O:9])=[CH:5][C:4]=1[CH3:12])#[N:2], predict the reactants needed to synthesize it. The reactants are: [C:1]([C:3]1[CH:11]=[CH:10][C:6]([C:7]([OH:9])=O)=[CH:5][C:4]=1[CH3:12])#[N:2].[CH2:13]([N:15]1[C:21]2[CH:22]=[CH:23][CH:24]=[CH:25][C:20]=2[NH:19][CH2:18][CH2:17][CH2:16]1)[CH3:14]. (6) Given the product [Si:24]([O:23][CH2:22][C:19]1([CH3:21])[S:18][CH2:17][CH2:16][N:15]2[C:11]([C:8]3([C:5]4[CH:6]=[CH:7][C:2]([C:33]5[NH:32][N:31]=[CH:35][CH:34]=5)=[CH:3][CH:4]=4)[CH2:10][CH2:9]3)=[N:12][N:13]=[C:14]2[CH2:20]1)([C:27]([CH3:30])([CH3:29])[CH3:28])([CH3:26])[CH3:25], predict the reactants needed to synthesize it. The reactants are: Br[C:2]1[CH:7]=[CH:6][C:5]([C:8]2([C:11]3[N:15]4[CH2:16][CH2:17][S:18][C:19]([CH2:22][O:23][Si:24]([C:27]([CH3:30])([CH3:29])[CH3:28])([CH3:26])[CH3:25])([CH3:21])[CH2:20][C:14]4=[N:13][N:12]=3)[CH2:10][CH2:9]2)=[CH:4][CH:3]=1.[NH:31]1[CH:35]=[CH:34][C:33](B2OC(C)(C)C(C)(C)O2)=[N:32]1.C(=O)([O-])[O-].[K+].[K+]. (7) Given the product [OH:33][CH:30]([C:6]1[CH:7]=[C:8]2[C:13](=[C:4]([C:2]([NH2:1])=[O:3])[CH:5]=1)[N:12]=[CH:11][N:10]=[C:9]2[NH:14][CH2:15][C:16]1[CH:21]=[CH:20][CH:19]=[C:18]([NH:22][C:23](=[O:29])[C:4]2[CH:2]=[CH:40][C:39]([O:38][CH3:37])=[CH:8][CH:13]=2)[CH:17]=1)[CH2:31][OH:32], predict the reactants needed to synthesize it. The reactants are: [NH2:1][C:2]([C:4]1[CH:5]=[C:6]([CH:30]([OH:33])[CH2:31][OH:32])[CH:7]=[C:8]2[C:13]=1[N:12]=[CH:11][N:10]=[C:9]2[NH:14][CH2:15][C:16]1[CH:17]=[C:18]([NH:22][C:23](=[O:29])OC(C)(C)C)[CH:19]=[CH:20][CH:21]=1)=[O:3].Cl.O1[CH2:40][CH2:39][O:38][CH2:37]C1. (8) The reactants are: [ClH:1].[CH2:2]([O:9][C:10]1[C:11]([NH:17][C:18]2[S:19][CH:20]=[C:21]([CH3:23])[N:22]=2)=[N:12][CH:13]=[C:14](Br)[CH:15]=1)[C:3]1[CH:8]=[CH:7][CH:6]=[CH:5][CH:4]=1.[Li]C.C([Li])CCC.FC([I:35])(F)F. Given the product [ClH:1].[CH2:2]([O:9][C:10]1[C:11]([NH:17][C:18]2[S:19][CH:20]=[C:21]([CH3:23])[N:22]=2)=[N:12][CH:13]=[C:14]([I:35])[CH:15]=1)[C:3]1[CH:8]=[CH:7][CH:6]=[CH:5][CH:4]=1, predict the reactants needed to synthesize it.